Dataset: Peptide-MHC class I binding affinity with 185,985 pairs from IEDB/IMGT. Task: Regression. Given a peptide amino acid sequence and an MHC pseudo amino acid sequence, predict their binding affinity value. This is MHC class I binding data. (1) The peptide sequence is AEPGKRYIYKV. The MHC is H-2-Kk with pseudo-sequence H-2-Kk. The binding affinity (normalized) is 0. (2) The peptide sequence is KTKDYVNGL. The MHC is HLA-A02:01 with pseudo-sequence HLA-A02:01. The binding affinity (normalized) is 0.215. (3) The peptide sequence is NIRQAGVQYSR. The MHC is HLA-B53:01 with pseudo-sequence HLA-B53:01. The binding affinity (normalized) is 0. (4) The peptide sequence is AVAVARVAA. The MHC is HLA-A30:01 with pseudo-sequence HLA-A30:01. The binding affinity (normalized) is 0.546. (5) The peptide sequence is DIVKGLSGY. The MHC is HLA-B57:01 with pseudo-sequence HLA-B57:01. The binding affinity (normalized) is 0.0847. (6) The peptide sequence is FLHEMDVVSL. The MHC is H-2-Kb with pseudo-sequence H-2-Kb. The binding affinity (normalized) is 0. (7) The peptide sequence is YSTVRDLFL. The MHC is HLA-A80:01 with pseudo-sequence HLA-A80:01. The binding affinity (normalized) is 0.0847.